From a dataset of Forward reaction prediction with 1.9M reactions from USPTO patents (1976-2016). Predict the product of the given reaction. Given the reactants F[C:2]1[N:7]=[C:6]([N:8]2[C:12]([N:13]3[CH2:18][CH2:17][N:16]([C:19]([O:21][C:22]([CH3:25])([CH3:24])[CH3:23])=[O:20])[CH2:15][CH2:14]3)=[N:11][N:10]=[N:9]2)[CH:5]=[CH:4][CH:3]=1.O.[OH-].[Li+].S(=O)(=O)(O)[O-:30].[Na+], predict the reaction product. The product is: [OH:30][C:2]1[N:7]=[C:6]([N:8]2[C:12]([N:13]3[CH2:18][CH2:17][N:16]([C:19]([O:21][C:22]([CH3:25])([CH3:24])[CH3:23])=[O:20])[CH2:15][CH2:14]3)=[N:11][N:10]=[N:9]2)[CH:5]=[CH:4][CH:3]=1.